Dataset: CYP1A2 inhibition data for predicting drug metabolism from PubChem BioAssay. Task: Regression/Classification. Given a drug SMILES string, predict its absorption, distribution, metabolism, or excretion properties. Task type varies by dataset: regression for continuous measurements (e.g., permeability, clearance, half-life) or binary classification for categorical outcomes (e.g., BBB penetration, CYP inhibition). Dataset: cyp1a2_veith. (1) The compound is Cc1cc(C)c2c(c1)C1C=CCC1C(c1ccc(S(=O)(=O)N3CCOCC3)cc1)N2. The result is 0 (non-inhibitor). (2) The molecule is Cc1ccc(-n2c(=O)c3sccc3n(CC(=O)NCc3ccco3)c2=O)cc1F. The result is 0 (non-inhibitor). (3) The compound is CCc1nnc(NC=C2C(=O)OC(C)(C)OC2=O)s1. The result is 0 (non-inhibitor). (4) The drug is CCOc1cc2[nH]c(=S)n(CCC(=O)N3CCc4ccccc4C3)c(=O)c2cc1OCC. The result is 0 (non-inhibitor). (5) The molecule is NS(=O)(=O)c1ccc(N=Nc2ccc(O)c(C(=O)O)c2)cc1. The result is 0 (non-inhibitor). (6) The drug is O=C(Nc1ccccc1C(=O)Nc1ccc2c(c1)OCO2)c1ccco1. The result is 1 (inhibitor).